From a dataset of Reaction yield outcomes from USPTO patents with 853,638 reactions. Predict the reaction yield, written as a fraction of the theoretical maximum amount of product (1.0 means a 100% yield; for example, 0.34 means a 34% yield). (1) The reactants are [CH2:1]([C:3]1[C:30]([F:31])=[C:29]([S:32]([CH3:35])(=[O:34])=[O:33])[CH:28]=[CH:27][C:4]=1[C:5]([N:7]1[CH2:13][C:12]2[CH:14]=[C:15]([C:18]3[CH:26]=[CH:25][C:21]([C:22]([OH:24])=O)=[CH:20][CH:19]=3)[CH:16]=[CH:17][C:11]=2[O:10][CH2:9][CH2:8]1)=[O:6])[CH3:2].[C:36]1([NH2:43])[CH:41]=[CH:40][CH:39]=[CH:38][C:37]=1[NH2:42].CCN(C(C)C)C(C)C.CN(C(ON1N=NC2C=CC=NC1=2)=[N+](C)C)C.F[P-](F)(F)(F)(F)F. The catalyst is CN(C=O)C. The product is [NH2:42][C:37]1[CH:38]=[CH:39][CH:40]=[CH:41][C:36]=1[NH:43][C:22](=[O:24])[C:21]1[CH:25]=[CH:26][C:18]([C:15]2[CH:16]=[CH:17][C:11]3[O:10][CH2:9][CH2:8][N:7]([C:5](=[O:6])[C:4]4[CH:27]=[CH:28][C:29]([S:32]([CH3:35])(=[O:34])=[O:33])=[C:30]([F:31])[C:3]=4[CH2:1][CH3:2])[CH2:13][C:12]=3[CH:14]=2)=[CH:19][CH:20]=1. The yield is 0.520. (2) The reactants are [Li+].[OH-].[CH2:3]([N:10]1[CH:15]=[CH:14][N:13]=[C:12]([C:16]([O:18]C)=[O:17])[C:11]1=[O:20])[C:4]1[CH:9]=[CH:8][CH:7]=[CH:6][CH:5]=1.Cl.O. The catalyst is C1COCC1.CO. The product is [CH2:3]([N:10]1[CH:15]=[CH:14][N:13]=[C:12]([C:16]([OH:18])=[O:17])[C:11]1=[O:20])[C:4]1[CH:5]=[CH:6][CH:7]=[CH:8][CH:9]=1. The yield is 0.820. (3) The reactants are [CH2:1]([N:8]1[CH2:13][CH2:12][CH:11]([C:14]([NH:16][C:17]2[CH:22]=[CH:21][C:20]([CH2:23][NH:24][C:25]3[C:34]4[C:29](=[CH:30][C:31]([CH3:35])=[CH:32][CH:33]=4)[N:28]=[C:27](Cl)[N:26]=3)=[CH:19][CH:18]=2)=[O:15])[CH2:10][CH2:9]1)[C:2]1[CH:7]=[CH:6][CH:5]=[CH:4][CH:3]=1.[CH3:37][NH:38][CH3:39]. The catalyst is C1COCC1. The product is [CH2:1]([N:8]1[CH2:13][CH2:12][CH:11]([C:14]([NH:16][C:17]2[CH:22]=[CH:21][C:20]([CH2:23][NH:24][C:25]3[C:34]4[C:29](=[CH:30][C:31]([CH3:35])=[CH:32][CH:33]=4)[N:28]=[C:27]([N:38]([CH3:39])[CH3:37])[N:26]=3)=[CH:19][CH:18]=2)=[O:15])[CH2:10][CH2:9]1)[C:2]1[CH:7]=[CH:6][CH:5]=[CH:4][CH:3]=1. The yield is 0.900. (4) The reactants are [C:1]1(=[C:7]([C:21]2[CH:26]=[CH:25][C:24]([OH:27])=[CH:23][C:22]=2[CH3:28])[C:8]2[CH:13]=[CH:12][C:11](/[CH:14]=[CH:15]/[C:16]([O:18]CC)=[O:17])=[CH:10][CH:9]=2)[CH2:6][CH2:5][CH2:4][CH2:3][CH2:2]1.[OH-].[Na+].Cl. The catalyst is CCO.C1COCC1. The product is [C:1]1(=[C:7]([C:21]2[CH:26]=[CH:25][C:24]([OH:27])=[CH:23][C:22]=2[CH3:28])[C:8]2[CH:13]=[CH:12][C:11](/[CH:14]=[CH:15]/[C:16]([OH:18])=[O:17])=[CH:10][CH:9]=2)[CH2:6][CH2:5][CH2:4][CH2:3][CH2:2]1. The yield is 1.00. (5) The reactants are [Br:1][C:2]1[C:7]2[NH:8][CH:9]([CH2:12][OH:13])[CH2:10][O:11][C:6]=2[CH:5]=[C:4]([F:14])[CH:3]=1.[C:15]1([CH3:25])[CH:20]=[CH:19][C:18]([S:21](Cl)(=[O:23])=[O:22])=[CH:17][CH:16]=1.C(N(CC)CC)C. The catalyst is ClCCl. The product is [Br:1][C:2]1[C:7]2[NH:8][CH:9]([CH2:12][O:13][S:21]([C:18]3[CH:19]=[CH:20][C:15]([CH3:25])=[CH:16][CH:17]=3)(=[O:23])=[O:22])[CH2:10][O:11][C:6]=2[CH:5]=[C:4]([F:14])[CH:3]=1. The yield is 0.820.